From a dataset of Full USPTO retrosynthesis dataset with 1.9M reactions from patents (1976-2016). Predict the reactants needed to synthesize the given product. Given the product [F:17][C:2]([F:1])([S:13]([O-:16])(=[O:15])=[O:14])[C:3]([F:11])([F:12])[C:4]([F:10])([F:9])[C:5]([F:8])([F:7])[F:6].[CH:62]([O:64][CH2:65][CH2:66][O:18][C:19]1[C:24]([CH3:25])=[CH:23][C:22]([S+:26]([C:27]2[CH:28]=[CH:29][C:30]([C:33]([CH3:36])([CH3:35])[CH3:34])=[CH:31][CH:32]=2)[C:37]2[CH:42]=[CH:41][C:40]([C:43]([CH3:46])([CH3:45])[CH3:44])=[CH:39][CH:38]=2)=[CH:21][C:20]=1[CH3:47])=[CH2:63], predict the reactants needed to synthesize it. The reactants are: [F:1][C:2]([F:17])([S:13]([O-:16])(=[O:15])=[O:14])[C:3]([F:12])([F:11])[C:4]([F:10])([F:9])[C:5]([F:8])([F:7])[F:6].[OH:18][C:19]1[C:24]([CH3:25])=[CH:23][C:22]([S+:26]([C:37]2[CH:42]=[CH:41][C:40]([C:43]([CH3:46])([CH3:45])[CH3:44])=[CH:39][CH:38]=2)[C:27]2[CH:32]=[CH:31][C:30]([C:33]([CH3:36])([CH3:35])[CH3:34])=[CH:29][CH:28]=2)=[CH:21][C:20]=1[CH3:47].C(=O)([O-])[O-].[K+].[K+].CN(C)CCN(C)C.[CH:62]([O:64][CH2:65][CH2:66]Cl)=[CH2:63].